Task: Regression. Given a peptide amino acid sequence and an MHC pseudo amino acid sequence, predict their binding affinity value. This is MHC class I binding data.. Dataset: Peptide-MHC class I binding affinity with 185,985 pairs from IEDB/IMGT (1) The MHC is HLA-A30:01 with pseudo-sequence HLA-A30:01. The binding affinity (normalized) is 0.813. The peptide sequence is AAMYQYIFL. (2) The peptide sequence is LVAPHMAMM. The MHC is HLA-A29:02 with pseudo-sequence HLA-A29:02. The binding affinity (normalized) is 0.467. (3) The peptide sequence is SQGPFDAVL. The MHC is HLA-A02:02 with pseudo-sequence HLA-A02:02. The binding affinity (normalized) is 0.373. (4) The peptide sequence is FPVTPQVPLR. The MHC is HLA-B58:01 with pseudo-sequence HLA-B58:01. The binding affinity (normalized) is 0. (5) The peptide sequence is SSVLNDAKLI. The MHC is H-2-Db with pseudo-sequence H-2-Db. The binding affinity (normalized) is 0.431. (6) The peptide sequence is YFSDVSAPV. The MHC is HLA-A69:01 with pseudo-sequence HLA-A69:01. The binding affinity (normalized) is 0.657.